Dataset: Reaction yield outcomes from USPTO patents with 853,638 reactions. Task: Predict the reaction yield, written as a fraction of the theoretical maximum amount of product (1.0 means a 100% yield; for example, 0.34 means a 34% yield). The reactants are [Cl:1][C:2]1[CH:7]=[C:6](O)[C:5]([Cl:9])=[CH:4][C:3]=1[CH2:10][CH2:11][C:12]([O:14][C:15]([CH3:18])([CH3:17])[CH3:16])=[O:13].C(N(CC)CC)C.[F:26][C:27]([F:40])([F:39])[S:28](O[S:28]([C:27]([F:40])([F:39])[F:26])(=[O:30])=[O:29])(=[O:30])=[O:29]. The catalyst is ClCCl.C(=O)(O)[O-].[Na+]. The product is [Cl:1][C:2]1[CH:7]=[C:6]([S:28]([C:27]([F:40])([F:39])[F:26])(=[O:30])=[O:29])[C:5]([Cl:9])=[CH:4][C:3]=1[CH2:10][CH2:11][C:12]([O:14][C:15]([CH3:18])([CH3:17])[CH3:16])=[O:13]. The yield is 0.830.